This data is from Reaction yield outcomes from USPTO patents with 853,638 reactions. The task is: Predict the reaction yield, written as a fraction of the theoretical maximum amount of product (1.0 means a 100% yield; for example, 0.34 means a 34% yield). The reactants are [Br:1][C:2]1[CH:7]=[CH:6][C:5]([C:8](=O)[CH2:9][S:10][C:11]#[N:12])=[C:4]([F:14])[CH:3]=1.[OH-].[Na+].O.[BrH:18]. The catalyst is C(O)(=O)C. The product is [Br:18][C:11]1[S:10][CH:9]=[C:8]([C:5]2[CH:6]=[CH:7][C:2]([Br:1])=[CH:3][C:4]=2[F:14])[N:12]=1. The yield is 0.980.